Dataset: Full USPTO retrosynthesis dataset with 1.9M reactions from patents (1976-2016). Task: Predict the reactants needed to synthesize the given product. (1) Given the product [F:1][C@@H:2]1[C@@H:7]2[O:8][CH:9]([C:12]3[CH:17]=[CH:16][CH:15]=[CH:14][CH:13]=3)[O:10][CH2:11][C@H:6]2[O:5][CH2:4][C@H:3]1[N:31]1[CH:32]=[C:27]([I:26])[C:28](=[O:42])[N:29]([CH2:34][O:35][CH2:36][CH2:37][Si:38]([CH3:40])([CH3:39])[CH3:41])[C:30]1=[O:33], predict the reactants needed to synthesize it. The reactants are: [F:1][C@@H:2]1[C@@H:7]2[O:8][CH:9]([C:12]3[CH:17]=[CH:16][CH:15]=[CH:14][CH:13]=3)[O:10][CH2:11][C@H:6]2[O:5][CH2:4][C@@H:3]1OS(C(F)(F)F)(=O)=O.[I:26][C:27]1[C:28](=[O:42])[N:29]([CH2:34][O:35][CH2:36][CH2:37][Si:38]([CH3:41])([CH3:40])[CH3:39])[C:30](=[O:33])[NH:31][CH:32]=1.[H-].[Na+]. (2) Given the product [Br:1][C:2]1[CH:9]=[CH:8][C:5]([C:6]#[N:7])=[C:4]([CH2:10][CH3:12])[CH:3]=1, predict the reactants needed to synthesize it. The reactants are: [Br:1][C:2]1[CH:9]=[CH:8][C:5]([C:6]#[N:7])=[C:4]([CH3:10])[CH:3]=1.[Li+].[CH3:12]C([N-]C(C)C)C.CI. (3) Given the product [C:21]1([C:27]2[N:31]([C:2]3[CH:3]=[CH:4][C:5]4[N:6]([C:15]5[CH:20]=[CH:19][CH:18]=[CH:17][CH:16]=5)[C:7]5[C:12]([C:13]=4[CH:14]=3)=[CH:11][CH:10]=[CH:9][CH:8]=5)[C:30]3[CH:32]=[C:33]4[C:38]5[CH:39]=[CH:40][CH:41]=[CH:42][C:37]=5[O:36][C:34]4=[CH:35][C:29]=3[N:28]=2)[CH:22]=[CH:23][CH:24]=[CH:25][CH:26]=1, predict the reactants needed to synthesize it. The reactants are: Br[C:2]1[CH:3]=[CH:4][C:5]2[N:6]([C:15]3[CH:20]=[CH:19][CH:18]=[CH:17][CH:16]=3)[C:7]3[C:12]([C:13]=2[CH:14]=1)=[CH:11][CH:10]=[CH:9][CH:8]=3.[C:21]1([C:27]2[NH:31][C:30]3[CH:32]=[C:33]4[C:38]5[CH:39]=[CH:40][CH:41]=[CH:42][C:37]=5[O:36][C:34]4=[CH:35][C:29]=3[N:28]=2)[CH:26]=[CH:25][CH:24]=[CH:23][CH:22]=1.C(P(C(C)(C)C)C(C)(C)C)(C)(C)C. (4) Given the product [Cl:15][C:16]1[CH:21]=[C:20]([O:22][C:23]2[CH:30]=[CH:29][C:28]([CH2:31][O:32][C:2]3[CH:3]=[C:4]4[N:11]([CH3:12])[CH2:10][CH2:9][N:5]4[C:6](=[O:8])[N:7]=3)=[CH:27][C:24]=2[C:25]#[N:26])[CH:19]=[CH:18][N:17]=1, predict the reactants needed to synthesize it. The reactants are: Cl[C:2]1[CH:3]=[C:4]2[N:11]([CH3:12])[CH2:10][CH2:9][N:5]2[C:6](=[O:8])[N:7]=1.[H-].[Na+].[Cl:15][C:16]1[CH:21]=[C:20]([O:22][C:23]2[CH:30]=[CH:29][C:28]([CH2:31][OH:32])=[CH:27][C:24]=2[C:25]#[N:26])[CH:19]=[CH:18][N:17]=1. (5) Given the product [Cl:1][C:2]1[CH:15]=[CH:14][C:5]2[NH:6][C@@H:7]([CH2:10][C:11]([O:13][CH2:16][CH3:17])=[O:12])[CH2:8][O:9][C:4]=2[CH:3]=1, predict the reactants needed to synthesize it. The reactants are: [Cl:1][C:2]1[CH:15]=[CH:14][C:5]2[NH:6][C:7](=[CH:10][C:11]([O-:13])=[O:12])[CH2:8][O:9][C:4]=2[CH:3]=1.[CH3:16][CH2:17]O. (6) Given the product [CH:8]1([NH:11][C:12]([C:14]2[CH:19]=[C:18]([C:20]3[C:21]([C:29]([NH:31][C:32]4[S:33][CH:34]=[CH:35][N:36]=4)=[O:30])=[CH:22][C:23]([C:26]([NH:1][C:2]4[CH:7]=[CH:6][CH:5]=[CH:4][CH:3]=4)=[O:27])=[CH:24][CH:25]=3)[C:17]([CH3:37])=[C:16]([F:38])[CH:15]=2)=[O:13])[CH2:10][CH2:9]1, predict the reactants needed to synthesize it. The reactants are: [NH2:1][C:2]1[CH:7]=[CH:6][CH:5]=[CH:4][CH:3]=1.[CH:8]1([NH:11][C:12]([C:14]2[CH:15]=[C:16]([F:38])[C:17]([CH3:37])=[C:18]([C:20]3[CH:25]=[CH:24][C:23]([C:26](O)=[O:27])=[CH:22][C:21]=3[C:29]([NH:31][C:32]3[S:33][CH:34]=[CH:35][N:36]=3)=[O:30])[CH:19]=2)=[O:13])[CH2:10][CH2:9]1.Cl.CN(C)CCCN=C=NCC. (7) Given the product [OH:1][CH2:2][CH2:3][N:4]([CH2:16][C:17]1[CH:22]=[CH:21][C:20]([CH3:23])=[C:19]([CH:18]=1)[C:24]([NH:26][CH2:27][C:28]12[CH2:29][CH:30]3[CH2:36][CH:34]([CH2:33][CH:32]([CH2:31]3)[CH2:37]1)[CH2:35]2)=[O:25])[CH2:5][CH2:6][NH:7][CH3:8], predict the reactants needed to synthesize it. The reactants are: [OH:1][CH2:2][CH2:3][N:4]([CH2:16][C:17]1[CH:22]=[CH:21][C:20]([CH3:23])=[C:19]([C:24]([NH:26][CH2:27][C:28]23[CH2:37][CH:32]4[CH2:33][CH:34]([CH2:36][CH:30]([CH2:31]4)[CH2:29]2)[CH2:35]3)=[O:25])[CH:18]=1)[CH2:5][CH2:6][N:7](C)[C:8](=O)OC(C)(C)C.Cl.N. (8) Given the product [C:77]([NH:80][C@:81]1([C@@H:130]([CH2:132][CH3:133])[CH3:131])[CH2:85][CH2:84][N:83]([C@@H:86]([CH2:121][CH2:122][C:123]2[CH:124]=[CH:125][CH:126]=[CH:127][CH:128]=2)[C:87]([NH:39][C@@H:40]([CH2:68][C:69]2[CH:74]=[C:73]([F:75])[CH:72]=[C:71]([F:76])[CH:70]=2)[C@H:41]([OH:42])[C@H:43]2[CH2:47][C@@H:46]([O:48][C:49]3[CH:50]=[N:51][CH:52]=[CH:53][CH:54]=3)[CH2:45][NH:44]2)=[O:88])[C:82]1=[O:129])(=[O:79])[CH3:78], predict the reactants needed to synthesize it. The reactants are: N[C@@H](CC1C=C(F)C=C(F)C=1)[C@@H]([C@H]1C[C@H](OC2C=CC=CN=2)CN1C(C1C=CC=CC=1)C1C=CC=CC=1)O.[NH2:39][C@@H:40]([CH2:68][C:69]1[CH:74]=[C:73]([F:75])[CH:72]=[C:71]([F:76])[CH:70]=1)[C@@H:41]([C@H:43]1[CH2:47][C@@H:46]([O:48][C:49]2[CH:50]=[N:51][CH:52]=[CH:53][CH:54]=2)[CH2:45][N:44]1C(C1C=CC=CC=1)C1C=CC=CC=1)[OH:42].[C:77]([NH:80][C@:81]1([C@@H:130]([CH2:132][CH3:133])[CH3:131])[CH2:85][CH2:84][N:83]([C@@H:86]([CH2:121][CH2:122][C:123]2[CH:128]=[CH:127][CH:126]=[CH:125][CH:124]=2)[C:87](N[C@@H](CC2C=C(F)C=C(F)C=2)[C@@H]([C@H]2CCCCN2C(C2C=CC=CC=2)C2C=CC=CC=2)O)=[O:88])[C:82]1=[O:129])(=[O:79])[CH3:78].[Li+].[OH-].